This data is from Forward reaction prediction with 1.9M reactions from USPTO patents (1976-2016). The task is: Predict the product of the given reaction. Given the reactants [Cl:1][C:2]1[CH:7]=[CH:6][C:5]([CH2:8][S:9](Cl)(=[O:11])=[O:10])=[CH:4][CH:3]=1.[CH3:13][C:14]([NH2:18])([C:16]#[CH:17])[CH3:15].[CH2:19]([NH2:21])C.CN, predict the reaction product. The product is: [Cl:1][C:2]1[CH:7]=[CH:6][C:5]([C:8]2[S:9](=[O:11])(=[O:10])[NH:18][C:14]([CH3:15])([CH3:13])[C:16]=2[CH2:17][NH:21][CH3:19])=[CH:4][CH:3]=1.